This data is from Experimentally validated miRNA-target interactions with 360,000+ pairs, plus equal number of negative samples. The task is: Binary Classification. Given a miRNA mature sequence and a target amino acid sequence, predict their likelihood of interaction. (1) The miRNA is hsa-miR-485-5p with sequence AGAGGCUGGCCGUGAUGAAUUC. The protein sequence of the target gene is MDLDKPSVWGSLKQRTRPLLINLSKKKVKKNPSKPPDLRARHHLDRRLSLSVPDLLEAEALAPEGRPYSGPQSSYTSVPSSLSTAGIFPKSSSSSLKQSEEELDWSQEEASHLHVVETDSEEAYASPAERRRVSSNGIFDLQKTSLGGDAPEEPEKLCGSSDLNASMTSQHFEEQSVPGEASDGLSNLPSPFAYLLTIHLKEGRNLVVRDRCGTSDPYVKFKLNGKTLYKSKVIYKNLNPVWDEIVVLPIQSLDQKLRVKVYDRDLTTSDFMGSAFVILSDLELNRTTEHILKLEDPNSL.... Result: 0 (no interaction). (2) The miRNA is hsa-miR-4711-5p with sequence UGCAUCAGGCCAGAAGACAUGAG. The protein sequence of the target gene is MAQQNMKVRPVLLKRNSLESVEFVKQPHHRRSKSQQVRFKEDGTTKNPTGLAEVDVQTPEDPAVMGKTQATRHHLPPTYSLSFPRSQKAGGFRNIAIQTSPSLRKHFPVFKRKRLTASKSLVEMPTASQSAIQVNGNLSEQDIVSSDLAYLRLAQHLEDGPRRVKVSHAFLPRVPKVQSNGPVSICLEAGTWRSLEKATAAIQVPDDIYHSPSWEARESALSPDRSAEVSNSIHPLDDTRPGDGRRVTPLDSEKSTSCLNATSVASHTPGTEELKPELLLPKDNSDDKDLGSLSSQSKET.... Result: 1 (interaction). (3) The miRNA is hsa-miR-556-3p with sequence AUAUUACCAUUAGCUCAUCUUU. The protein sequence of the target gene is MAGMALARAWKQMSWFYYQYLLVTALYMLEPWERTVFNSMLVSVVGMALYTGYVFMPQHIMAILHYFEIVQ. Result: 0 (no interaction). (4) The miRNA is dre-miR-218a with sequence UUGUGCUUGAUCUAACCAUGUG. The protein sequence of the target gene is MAVGKNKRLTKGGKKGAKKKVVDPFSKKDWYDVKAPAMFNIRNIGKTLVTRTQGTKIASDGLKGRVFEVSLADLQNDEVAFRKFKLITEDVQGKNCLTNFHGMDLTRDKMCSMVKKWQTMIEAHVDVKTTDGYLLRLFCVGFTKKRNNQIRKTSYAQHQQVRQIRKKMMEIMTREVQTNDLKEVVNKLIPDSIGKDIEKACQSIYPLHDVFVRKVKMLKKPKFELGKLMELHGEGSSSGKATGDETGAKVERADGYEPPVQESV. Result: 0 (no interaction). (5) The miRNA is hsa-miR-6824-5p with sequence GUAGGGGAGGUUGGGCCAGGGA. The protein sequence of the target gene is MSEFWLISAPGDKENLQALERMNTVTSKSNLSYNTKFAIPDFKVGTLDSLVGLSDELGKLDTFAESLIRRMAQSVVEVMEDSKGKVQEHLLANGVDLTSFVTHFEWDMAKYPVKQPLVSVVDTIAKQLAQIEMDLKSRTAAYNTLKTNLENLEKKSMGNLFTRTLSDIVSKEDFVLDSEYLVTLLVIVPKPNYSQWQKTYESLSDMVVPRSTKLITEDKEGGLFTVTLFRKVIEDFKTKAKENKFTVREFYYDEKEIEREREEMARLLSDKKQQYQTSCVALKKGSSTFPDHKVKVTPLG.... Result: 0 (no interaction). (6) The miRNA is hsa-miR-638 with sequence AGGGAUCGCGGGCGGGUGGCGGCCU. Result: 0 (no interaction). The protein sequence of the target gene is MEGKRSQGQGYMKKKSYLVEEDMETDTDEEEEVGRDRVRGSRGSINRGGSLRLCQVDRCTADMKEAKLYHRRHKVCEVHAKASSVFLSGLNQRFCQQCSRFHDLQEFDEAKRSCRRRLAGHNERRRKSSGESTYGEGSGRRGINGQVVMQNQERSRVEMTLPMPNSSFKRPQIR. (7) The miRNA is hsa-miR-155-5p with sequence UUAAUGCUAAUCGUGAUAGGGGUU. The protein sequence of the target gene is MASSEAEWVTIANNLLFKCHIHLRIHELQDCDANVFIALYQSILGEKVPDLIVLPRNQEDEAHNVQAVIDSLALDYLQVSLSHITGENIVKGDNESIRNLLEIFDGLLDYLTEHISESSPNKSETEQYSKDSHGEEAGEDLERTEEAKWRNASFMRCSFSSDTLGPTWDEDEAESTGEIIRLGDTAHTFSQRSNGAQNSKDLRSRKASASPGVEPPEEMLNPGPLGFLSQNGPPCEAASETPPMSMVPSARKLGEPIRAAIPLHPPYHPSEPRAPCPIGKEYLWSSRYLSTPTSGEHMAP.... Result: 0 (no interaction).